The task is: Regression. Given a peptide amino acid sequence and an MHC pseudo amino acid sequence, predict their binding affinity value. This is MHC class I binding data.. This data is from Peptide-MHC class I binding affinity with 185,985 pairs from IEDB/IMGT. The peptide sequence is SQSDTVFDY. The MHC is HLA-A01:01 with pseudo-sequence HLA-A01:01. The binding affinity (normalized) is 0.330.